Dataset: Full USPTO retrosynthesis dataset with 1.9M reactions from patents (1976-2016). Task: Predict the reactants needed to synthesize the given product. (1) Given the product [Br:27][C:5]1[C:6]([N:11]2[CH2:16][CH2:15][N:14]([C:17](=[O:26])[CH2:18][O:19][C:20]3[CH:25]=[CH:24][CH:23]=[CH:22][CH:21]=3)[CH2:13][CH2:12]2)=[C:7]2[N:8]=[C:34]([C:33]3[CH:36]=[CH:37][C:30]([N:29]([CH3:38])[CH3:28])=[CH:31][CH:32]=3)[NH:1][C:2]2=[N:3][CH:4]=1, predict the reactants needed to synthesize it. The reactants are: [NH2:1][C:2]1[C:7]([N+:8]([O-])=O)=[C:6]([N:11]2[CH2:16][CH2:15][N:14]([C:17](=[O:26])[CH2:18][O:19][C:20]3[CH:25]=[CH:24][CH:23]=[CH:22][CH:21]=3)[CH2:13][CH2:12]2)[C:5]([Br:27])=[CH:4][N:3]=1.[CH3:28][N:29]([CH3:38])[C:30]1[CH:37]=[CH:36][C:33]([CH:34]=O)=[CH:32][CH:31]=1.[O-]S(S([O-])=O)=O.[Na+].[Na+]. (2) The reactants are: [Li]CCCC.[Br:6][C:7]1[CH:12]=[C:11]([F:13])[C:10](Br)=[CH:9][C:8]=1[CH3:15].CN([CH:19]=[O:20])C.C(O)(=O)CC(CC(O)=O)(C(O)=O)O. Given the product [Br:6][C:7]1[C:8]([CH3:15])=[CH:9][C:10]([CH:19]=[O:20])=[C:11]([F:13])[CH:12]=1, predict the reactants needed to synthesize it. (3) Given the product [CH2:20]([O:19][C:17]([C:16]1[N:8]([C:3]2[CH:4]=[CH:5][CH:6]=[CH:7][C:2]=2[Cl:1])[CH:9]=[C:10]([C:13]#[N:14])[C:11]=1[NH2:12])=[O:18])[CH3:21], predict the reactants needed to synthesize it. The reactants are: [Cl:1][C:2]1[CH:7]=[CH:6][CH:5]=[CH:4][C:3]=1[NH:8][CH:9]=[C:10]([C:13]#[N:14])[C:11]#[N:12].Br[CH2:16][C:17]([O:19][CH2:20][CH3:21])=[O:18].C(=O)([O-])[O-].[K+].[K+].[O-]CC.[Na+]. (4) Given the product [CH3:23][O:24][C:25](=[O:44])[CH2:26][CH2:27][C:28]1[CH:33]=[CH:32][C:31]([O:34][CH2:35][CH2:36][C@@H:37]([O:14][C:11]2[C:10]([C:15](=[O:16])[C:17]3[CH:18]=[CH:19][CH:20]=[CH:21][CH:22]=3)=[CH:9][C:8]([Cl:7])=[CH:13][N:12]=2)[CH3:38])=[CH:30][C:29]=1[CH3:1].[C:15]([C:10]1[C:11]([O:39][C@@H:37]([CH3:38])[CH2:36][CH2:35][O:34][C:31]2[CH:32]=[CH:33][C:28]([CH2:27][CH2:26][C:25]([OH:24])=[O:44])=[C:29]([CH3:45])[CH:30]=2)=[N:12][CH:13]=[C:8]([Cl:7])[CH:9]=1)(=[O:16])[C:17]1[CH:22]=[CH:21][CH:20]=[CH:19][CH:18]=1, predict the reactants needed to synthesize it. The reactants are: [C:1](=O)([O-])[O-].[Cs+].[Cs+].[Cl:7][C:8]1[CH:9]=[C:10]([C:15]([C:17]2[CH:22]=[CH:21][CH:20]=[CH:19][CH:18]=2)=[O:16])[C:11]([OH:14])=[N:12][CH:13]=1.[CH3:23][O:24][C:25](=[O:44])[CH2:26][CH2:27][C:28]1[CH:33]=[CH:32][C:31]([O:34][CH2:35][CH2:36][C@@H:37]([O:39]S(C)(=O)=O)[CH3:38])=[CH:30][CH:29]=1.[CH3:45]OC(=O)CC. (5) The reactants are: [NH:1]([C:3]([O:5][CH2:6][C:7]1[CH:12]=[CH:11][CH:10]=[CH:9][CH:8]=1)=[O:4])[NH2:2].O.C(=O)([O-])O.[Na+].[O:19]1[CH:23]=[CH:22][CH:21]=[C:20]1[C:24](Cl)=[O:25]. Given the product [O:19]1[CH:23]=[CH:22][CH:21]=[C:20]1[C:24]([NH:2][NH:1][C:3]([O:5][CH2:6][C:7]1[CH:12]=[CH:11][CH:10]=[CH:9][CH:8]=1)=[O:4])=[O:25], predict the reactants needed to synthesize it. (6) Given the product [CH:13]12[CH2:22][CH:17]3[CH2:18][CH:19]([CH2:21][CH:15]([CH2:16]3)[CH:14]1[NH:26][C:5]([N:46]1[C:47]3[C:43](=[CH:42][C:41]([O:40][C:38]4[CH:37]=[CH:36][N:35]=[C:34]([NH2:33])[N:39]=4)=[CH:49][CH:48]=3)[CH2:44][CH2:45]1)=[O:11])[CH2:20]2, predict the reactants needed to synthesize it. The reactants are: ClC(Cl)(O[C:5](=[O:11])OC(Cl)(Cl)Cl)Cl.[C:13]12(N)[CH2:22][CH:17]3[CH2:18][CH:19]([CH2:21][CH:15]([CH2:16]3)[CH2:14]1)[CH2:20]2.C([N:26](C(C)C)C(C)C)C.[NH2:33][C:34]1[N:39]=[C:38]([O:40][C:41]2[CH:42]=[C:43]3[C:47](=[CH:48][CH:49]=2)[NH:46][CH2:45][CH2:44]3)[CH:37]=[CH:36][N:35]=1. (7) Given the product [C:1]([O:5][C:6](=[O:44])[CH2:7][C@H:8]([OH:9])[CH2:13][C@H:12]([OH:11])[CH2:14][CH2:15][N:16]1[C:20]([CH:21]2[CH2:22][CH2:23]2)=[C:19]([C:24](=[O:34])[NH:25][C@H:26]([C:28]2[CH:29]=[CH:30][CH:31]=[CH:32][CH:33]=2)[CH3:27])[N:18]=[C:17]1[C:35]1[CH:40]=[CH:39][C:38]([F:41])=[CH:37][CH:36]=1)([CH3:2])([CH3:3])[CH3:4], predict the reactants needed to synthesize it. The reactants are: [C:1]([O:5][C:6](=[O:44])[CH2:7][C@H:8]1[CH2:13][C@@H:12]([CH2:14][CH2:15][N:16]2[C:20]([CH:21]3[CH2:23][CH2:22]3)=[C:19]([C:24](=[O:34])[NH:25][C@H:26]([C:28]3[CH:33]=[CH:32][CH:31]=[CH:30][CH:29]=3)[CH3:27])[N:18]=[C:17]2[C:35]2[CH:40]=[CH:39][C:38]([F:41])=[CH:37][CH:36]=2)[O:11]C(C)(C)[O:9]1)([CH3:4])([CH3:3])[CH3:2].Cl.C([O-])(O)=O.[Na+]. (8) The reactants are: Cl[C:2]1[N:3]=[C:4]([N:17]2[CH2:22][CH2:21][O:20][CH2:19][CH2:18]2)[C:5]2[N:11]=[C:10]([C:12]([O:14][CH3:15])=[O:13])[CH:9]=[C:8]([Cl:16])[C:6]=2[N:7]=1.[NH:23]1[CH:27]=[CH:26][CH:25]=[N:24]1.C([O-])([O-])=O.[K+].[K+]. Given the product [Cl:16][C:8]1[C:6]2[N:7]=[C:2]([N:23]3[CH:27]=[CH:26][CH:25]=[N:24]3)[N:3]=[C:4]([N:17]3[CH2:22][CH2:21][O:20][CH2:19][CH2:18]3)[C:5]=2[N:11]=[C:10]([C:12]([O:14][CH3:15])=[O:13])[CH:9]=1, predict the reactants needed to synthesize it. (9) Given the product [C:1]1([C:19]2[CH:24]=[CH:23][CH:22]=[CH:21][CH:20]=2)[CH:6]=[CH:5][C:4]([C:7]2[S:9][C:10]3[CH:18]=[CH:17][CH:16]=[CH:15][C:11]=3[C:12](=[O:13])[N:27]=2)=[CH:3][CH:2]=1, predict the reactants needed to synthesize it. The reactants are: [C:1]1([C:19]2[CH:24]=[CH:23][CH:22]=[CH:21][CH:20]=2)[CH:6]=[CH:5][C:4]([C:7]([S:9][C:10]2[CH:18]=[CH:17][CH:16]=[CH:15][C:11]=2[C:12](O)=[O:13])=O)=[CH:3][CH:2]=1.C([N:27](CC)CC)C.ClC(OCC)=O.[N-]=[N+]=[N-].[Na+].C(P(CCCC)CCCC)CCC. (10) Given the product [CH3:13][O:12][C:11]1[CH:10]=[C:9]([CH3:14])[C:8]2[NH:7][C:6](=[O:15])[C:5]3[S:16][CH:17]=[CH:18][C:4]=3[C:3]=2[C:2]=1[C:27]1[CH:28]=[CH:29][C:30]([C@@H:33]([CH2:43][CH3:44])[CH2:34][NH:35][C:36](=[O:42])[O:37][C:38]([CH3:39])([CH3:40])[CH3:41])=[CH:31][CH:32]=1, predict the reactants needed to synthesize it. The reactants are: Br[C:2]1[C:3]2[C:4]3[CH:18]=[CH:17][S:16][C:5]=3[C:6](=[O:15])[NH:7][C:8]=2[C:9]([CH3:14])=[CH:10][C:11]=1[O:12][CH3:13].CC1(C)C(C)(C)OB([C:27]2[CH:32]=[CH:31][C:30]([C@@H:33]([CH2:43][CH3:44])[CH2:34][NH:35][C:36](=[O:42])[O:37][C:38]([CH3:41])([CH3:40])[CH3:39])=[CH:29][CH:28]=2)O1.